Task: Predict the reactants needed to synthesize the given product.. Dataset: Full USPTO retrosynthesis dataset with 1.9M reactions from patents (1976-2016) (1) Given the product [F:20][C:21]1[CH:29]=[CH:28][C:24]([C:25]([N:3]2[CH2:8][CH2:7][CH2:6][CH:5]([C:9]3[N:13]=[C:12]([C:14]4[CH:19]=[CH:18][CH:17]=[CH:16][N:15]=4)[O:11][N:10]=3)[CH2:4]2)=[O:26])=[CH:23][CH:22]=1, predict the reactants needed to synthesize it. The reactants are: Cl.Cl.[NH:3]1[CH2:8][CH2:7][CH2:6][CH:5]([C:9]2[N:13]=[C:12]([C:14]3[CH:19]=[CH:18][CH:17]=[CH:16][N:15]=3)[O:11][N:10]=2)[CH2:4]1.[F:20][C:21]1[CH:29]=[CH:28][C:24]([C:25](Cl)=[O:26])=[CH:23][CH:22]=1. (2) The reactants are: [CH3:1][O:2][C:3]1[CH:4]=[C:5]2[C:10](=[CH:11][CH:12]=1)[C:9]([O:13][C:14]1[CH:19]=[CH:18][C:17](/[CH:20]=[CH:21]/[C:22]([O:24]CC)=[O:23])=[CH:16][CH:15]=1)=[C:8]([C:27]1[CH:32]=[CH:31][CH:30]=[CH:29][CH:28]=1)[C:7]([CH2:33][CH2:34][CH3:35])=[CH:6]2.[OH-].[Na+]. Given the product [CH3:1][O:2][C:3]1[CH:4]=[C:5]2[C:10](=[CH:11][CH:12]=1)[C:9]([O:13][C:14]1[CH:15]=[CH:16][C:17](/[CH:20]=[CH:21]/[C:22]([OH:24])=[O:23])=[CH:18][CH:19]=1)=[C:8]([C:27]1[CH:32]=[CH:31][CH:30]=[CH:29][CH:28]=1)[C:7]([CH2:33][CH2:34][CH3:35])=[CH:6]2, predict the reactants needed to synthesize it. (3) Given the product [CH3:17][C:16]1[CH:15]=[C:14]([NH2:18])[CH:13]=[N:12][C:11]=1[N:5]1[CH:4]=[C:3]([C:2]([F:9])([F:8])[F:1])[CH:7]=[N:6]1, predict the reactants needed to synthesize it. The reactants are: [F:1][C:2]([F:9])([F:8])[C:3]1[CH:4]=[N:5][NH:6][CH:7]=1.Cl[C:11]1[C:16]([CH3:17])=[CH:15][C:14]([N+:18]([O-])=O)=[CH:13][N:12]=1. (4) Given the product [CH3:1][O:2][C:3]1[CH:4]=[CH:5][C:6]([C:7]([NH:9][C:10]2[C:11]([NH:16][C:17]([CH:19]3[CH2:20][CH2:21][N:22]([CH2:31][C:30]4[CH:33]=[CH:34][CH:35]=[CH:36][C:29]=4[O:28][CH3:27])[CH2:23][CH2:24]3)=[O:18])=[CH:12][CH:13]=[CH:14][CH:15]=2)=[O:8])=[CH:25][CH:26]=1, predict the reactants needed to synthesize it. The reactants are: [CH3:1][O:2][C:3]1[CH:26]=[CH:25][C:6]([C:7]([NH:9][C:10]2[C:11]([NH:16][C:17]([CH:19]3[CH2:24][CH2:23][NH:22][CH2:21][CH2:20]3)=[O:18])=[CH:12][CH:13]=[CH:14][CH:15]=2)=[O:8])=[CH:5][CH:4]=1.[CH3:27][O:28][C:29]1[CH:36]=[CH:35][CH:34]=[CH:33][C:30]=1[CH:31]=O. (5) Given the product [C:28]([O:1][CH:2]1[O:6][C@H:5]2[CH2:7][C:8]([CH:10]=[O:11])=[CH:9][C@H:4]2[CH2:3]1)(=[O:35])[C:29]1[CH:34]=[CH:33][CH:32]=[CH:31][CH:30]=1, predict the reactants needed to synthesize it. The reactants are: [OH:1][CH:2]1[O:6][C@H:5]2[CH2:7][C:8]([CH:10]=[O:11])=[CH:9][C@H:4]2[CH2:3]1.CN(C1C=CC=CN=1)C.C(N(CC)CC)C.[C:28](Cl)(=[O:35])[C:29]1[CH:34]=[CH:33][CH:32]=[CH:31][CH:30]=1. (6) Given the product [CH3:28][CH:23]1[CH2:24][CH2:25][CH2:26][CH2:27][CH:22]1[NH:21][C:5]1[C:6]2[N:7]([C:10]([NH:13][C:14](=[O:15])[C:31]([F:34])([F:33])[F:32])=[CH:11][CH:12]=2)[N:8]=[CH:9][C:4]=1[C:1]([NH2:2])=[O:3], predict the reactants needed to synthesize it. The reactants are: [C:1]([C:4]1[CH:9]=[N:8][N:7]2[C:10]([NH:13][C:14](=O)[O:15]C(C)(C)C)=[CH:11][CH:12]=[C:6]2[C:5]=1[NH:21][CH:22]1[CH2:27][CH2:26][CH2:25][CH2:24][CH:23]1[CH3:28])(=[O:3])[NH2:2].C(O)([C:31]([F:34])([F:33])[F:32])=O. (7) Given the product [F:20][C:17]1[CH:18]=[CH:19][C:14]([C:12]([N:8]2[CH2:7][CH2:6][C:5]3[N:4]=[CH:3][C:2]([CH:21]=[CH2:22])=[CH:11][C:10]=3[CH2:9]2)=[O:13])=[CH:15][CH:16]=1, predict the reactants needed to synthesize it. The reactants are: Br[C:2]1[CH:3]=[N:4][C:5]2[CH2:6][CH2:7][N:8]([C:12]([C:14]3[CH:19]=[CH:18][C:17]([F:20])=[CH:16][CH:15]=3)=[O:13])[CH2:9][C:10]=2[CH:11]=1.[CH2:21]([Sn](CCCC)(CCCC)C=C)[CH2:22]CC.